This data is from Forward reaction prediction with 1.9M reactions from USPTO patents (1976-2016). The task is: Predict the product of the given reaction. (1) The product is: [Cl:18][C:2]1[N:3]([CH3:15])[C:4](=[O:14])[CH:5]=[C:6]([C:8]2[CH:13]=[CH:12][N:11]=[CH:10][N:9]=2)[N:7]=1. Given the reactants S[C:2]1[N:3]([CH3:15])[C:4](=[O:14])[CH:5]=[C:6]([C:8]2[CH:13]=[CH:12][N:11]=[CH:10][N:9]=2)[N:7]=1.P(Cl)(Cl)([Cl:18])=O.C(=O)([O-])[O-].[Na+].[Na+].C(=O)([O-])O.[Na+].Cl[O-].[Na+], predict the reaction product. (2) The product is: [Br:1][C:2]1[C:7](=[O:8])[NH:6][C:5]([C:9]([NH2:15])=[O:10])=[C:4]([F:14])[CH:3]=1. Given the reactants [Br:1][C:2]1[C:7](=[O:8])[NH:6][C:5]([C:9](OCC)=[O:10])=[C:4]([F:14])[CH:3]=1.[NH3:15], predict the reaction product. (3) Given the reactants CC1(C)C(C)(C)OB([C:9]2[CH:10]=[C:11]([OH:15])[CH:12]=[CH:13][CH:14]=2)O1.Cl[C:18]1[C:23]([N+:24]([O-:26])=[O:25])=[CH:22][CH:21]=[CH:20][N:19]=1.C(=O)([O-])[O-].[K+].[K+], predict the reaction product. The product is: [N+:24]([C:23]1[C:18]([C:9]2[CH:10]=[C:11]([OH:15])[CH:12]=[CH:13][CH:14]=2)=[N:19][CH:20]=[CH:21][CH:22]=1)([O-:26])=[O:25]. (4) Given the reactants [C:1]([C:5]1[CH:9]=[C:8]([C:10]#[N:11])[NH:7][N:6]=1)([CH3:4])([CH3:3])[CH3:2].[C:12]1([S:18](Cl)(=[O:20])=[O:19])[CH:17]=[CH:16][CH:15]=[CH:14][CH:13]=1.C(OCC)(=O)C.CCCCCC, predict the reaction product. The product is: [C:1]([C:5]1[CH:9]=[C:8]([CH2:10][NH2:11])[N:7]([S:18]([C:12]2[CH:17]=[CH:16][CH:15]=[CH:14][CH:13]=2)(=[O:20])=[O:19])[N:6]=1)([CH3:4])([CH3:2])[CH3:3].